Dataset: NCI-60 drug combinations with 297,098 pairs across 59 cell lines. Task: Regression. Given two drug SMILES strings and cell line genomic features, predict the synergy score measuring deviation from expected non-interaction effect. (1) Drug 1: C1C(C(OC1N2C=C(C(=O)NC2=O)F)CO)O. Drug 2: C1=CN(C(=O)N=C1N)C2C(C(C(O2)CO)O)O.Cl. Cell line: UACC62. Synergy scores: CSS=28.7, Synergy_ZIP=-9.35, Synergy_Bliss=-3.70, Synergy_Loewe=-1.40, Synergy_HSA=0.920. (2) Cell line: NCI-H322M. Drug 2: CS(=O)(=O)OCCCCOS(=O)(=O)C. Synergy scores: CSS=32.5, Synergy_ZIP=-6.26, Synergy_Bliss=4.02, Synergy_Loewe=-34.8, Synergy_HSA=2.62. Drug 1: CS(=O)(=O)CCNCC1=CC=C(O1)C2=CC3=C(C=C2)N=CN=C3NC4=CC(=C(C=C4)OCC5=CC(=CC=C5)F)Cl. (3) Drug 1: CS(=O)(=O)C1=CC(=C(C=C1)C(=O)NC2=CC(=C(C=C2)Cl)C3=CC=CC=N3)Cl. Drug 2: C1=NNC2=C1C(=O)NC=N2. Cell line: RPMI-8226. Synergy scores: CSS=-19.1, Synergy_ZIP=5.58, Synergy_Bliss=1.56, Synergy_Loewe=-12.3, Synergy_HSA=-9.01. (4) Drug 1: COC1=C(C=C2C(=C1)N=CN=C2NC3=CC(=C(C=C3)F)Cl)OCCCN4CCOCC4. Drug 2: CC1=CC2C(CCC3(C2CCC3(C(=O)C)OC(=O)C)C)C4(C1=CC(=O)CC4)C. Cell line: OVCAR3. Synergy scores: CSS=32.4, Synergy_ZIP=-3.71, Synergy_Bliss=1.29, Synergy_Loewe=-16.1, Synergy_HSA=-0.749. (5) Drug 1: COC1=CC(=CC(=C1O)OC)C2C3C(COC3=O)C(C4=CC5=C(C=C24)OCO5)OC6C(C(C7C(O6)COC(O7)C8=CC=CS8)O)O. Drug 2: C1=NNC2=C1C(=O)NC=N2. Synergy scores: CSS=25.5, Synergy_ZIP=-6.83, Synergy_Bliss=-4.06, Synergy_Loewe=-30.2, Synergy_HSA=-3.94. Cell line: M14. (6) Drug 1: C1=C(C(=O)NC(=O)N1)N(CCCl)CCCl. Drug 2: CN(C)C1=NC(=NC(=N1)N(C)C)N(C)C. Cell line: UO-31. Synergy scores: CSS=16.6, Synergy_ZIP=-4.65, Synergy_Bliss=0.0640, Synergy_Loewe=-9.95, Synergy_HSA=-1.40. (7) Drug 1: CC(C1=C(C=CC(=C1Cl)F)Cl)OC2=C(N=CC(=C2)C3=CN(N=C3)C4CCNCC4)N. Drug 2: CC1CCC2CC(C(=CC=CC=CC(CC(C(=O)C(C(C(=CC(C(=O)CC(OC(=O)C3CCCCN3C(=O)C(=O)C1(O2)O)C(C)CC4CCC(C(C4)OC)O)C)C)O)OC)C)C)C)OC. Cell line: NCI-H226. Synergy scores: CSS=21.7, Synergy_ZIP=5.58, Synergy_Bliss=5.76, Synergy_Loewe=-6.90, Synergy_HSA=6.41. (8) Drug 1: CS(=O)(=O)C1=CC(=C(C=C1)C(=O)NC2=CC(=C(C=C2)Cl)C3=CC=CC=N3)Cl. Drug 2: COC1=C2C(=CC3=C1OC=C3)C=CC(=O)O2. Cell line: NCI/ADR-RES. Synergy scores: CSS=7.13, Synergy_ZIP=-0.0482, Synergy_Bliss=4.97, Synergy_Loewe=0.124, Synergy_HSA=0.385. (9) Drug 1: CCCS(=O)(=O)NC1=C(C(=C(C=C1)F)C(=O)C2=CNC3=C2C=C(C=N3)C4=CC=C(C=C4)Cl)F. Drug 2: CC1=C(C=C(C=C1)C(=O)NC2=CC(=CC(=C2)C(F)(F)F)N3C=C(N=C3)C)NC4=NC=CC(=N4)C5=CN=CC=C5. Cell line: SF-539. Synergy scores: CSS=10.1, Synergy_ZIP=1.93, Synergy_Bliss=6.48, Synergy_Loewe=5.66, Synergy_HSA=5.74.